Dataset: Reaction yield outcomes from USPTO patents with 853,638 reactions. Task: Predict the reaction yield, written as a fraction of the theoretical maximum amount of product (1.0 means a 100% yield; for example, 0.34 means a 34% yield). (1) The reactants are [N+:1]([C:4]1[CH:14]=[CH:13][C:7]([C:8](OCC)=[O:9])=[CH:6][CH:5]=1)([O-:3])=[O:2].O.[NH2:16][NH2:17]. The catalyst is C(O)C. The product is [N+:1]([C:4]1[CH:14]=[CH:13][C:7]([C:8]([NH:16][NH2:17])=[O:9])=[CH:6][CH:5]=1)([O-:3])=[O:2]. The yield is 0.880. (2) The reactants are Cl[C:2]1[CH:3]=[C:4]2[C:9](=[CH:10][CH:11]=1)[N:8]=[C:7](/[CH:12]=[CH:13]/[C:14]1[N:19]=[C:18]([NH:20][CH:21]3[CH2:26][CH2:25][O:24][CH2:23][CH2:22]3)[CH:17]=[CH:16][N:15]=1)[C:6]([CH3:27])=[N:5]2.[NH:28]1[CH2:32][CH2:31][CH2:30][C:29]1=[O:33].C1(P(C2C=CC=CC=2)C2C3OC4C(=CC=CC=4P(C4C=CC=CC=4)C4C=CC=CC=4)C(C)(C)C=3C=CC=2)C=CC=CC=1.C(=O)([O-])[O-].[Cs+].[Cs+].C1(P(C2CCCCC2)C2C=CC=CC=2C2C(C(C)C)=CC(C(C)C)=CC=2C(C)C)CCCCC1.C1(B(O)O)C=CC=CC=1.C(=O)([O-])[O-].[K+].[K+]. The catalyst is O1CCOCC1.C(O)(C)(C)C.C1C=CC(/C=C/C(/C=C/C2C=CC=CC=2)=O)=CC=1.C1C=CC(/C=C/C(/C=C/C2C=CC=CC=2)=O)=CC=1.C1C=CC(/C=C/C(/C=C/C2C=CC=CC=2)=O)=CC=1.[Pd].[Pd].C([O-])(=O)C.[Pd+2].C([O-])(=O)C. The product is [CH3:27][C:6]1[C:7](/[CH:12]=[CH:13]/[C:14]2[N:15]=[C:16]([N:28]3[CH2:32][CH2:31][CH2:30][C:29]3=[O:33])[CH:17]=[C:18]([NH:20][CH:21]3[CH2:26][CH2:25][O:24][CH2:23][CH2:22]3)[N:19]=2)=[N:8][C:9]2[C:4]([N:5]=1)=[CH:3][CH:2]=[CH:11][CH:10]=2. The yield is 0.460.